From a dataset of Full USPTO retrosynthesis dataset with 1.9M reactions from patents (1976-2016). Predict the reactants needed to synthesize the given product. (1) Given the product [N+:17]([C:5]1[CH:6]=[CH:7][C:8]([O:10][C:11]2[CH:12]=[CH:13][CH:14]=[CH:15][CH:16]=2)=[CH:9][C:4]=1[CH:3]=[O:2])([O-:19])=[O:18], predict the reactants needed to synthesize it. The reactants are: C[O:2][CH:3](OC)[C:4]1[CH:9]=[C:8]([O:10][C:11]2[CH:16]=[CH:15][CH:14]=[CH:13][CH:12]=2)[CH:7]=[CH:6][C:5]=1[N+:17]([O-:19])=[O:18].Cl.O. (2) The reactants are: Cl[C:2]1[N:7]=[C:6]([NH:8][C:9]2[CH:14]=[CH:13][CH:12]=[C:11]([OH:15])[CH:10]=2)[C:5]([F:16])=[CH:4][N:3]=1.[O:17]1[C:21]([C:22]2[CH:23]=[C:24]([CH:26]=[CH:27][CH:28]=2)[NH2:25])=[CH:20][N:19]=[CH:18]1. Given the product [F:16][C:5]1[C:6]([NH:8][C:9]2[CH:14]=[CH:13][CH:12]=[C:11]([OH:15])[CH:10]=2)=[N:7][C:2]([NH:25][C:24]2[CH:26]=[CH:27][CH:28]=[C:22]([C:21]3[O:17][CH:18]=[N:19][CH:20]=3)[CH:23]=2)=[N:3][CH:4]=1, predict the reactants needed to synthesize it.